This data is from Catalyst prediction with 721,799 reactions and 888 catalyst types from USPTO. The task is: Predict which catalyst facilitates the given reaction. (1) Reactant: [CH:1]([C:3]1[CH:12]=[CH:11][C:6]([C:7]([O:9][CH3:10])=[O:8])=[CH:5][CH:4]=1)=O.[C:13]12([NH2:23])[CH2:22][CH:17]3[CH2:18][CH:19]([CH2:21][CH:15]([CH2:16]3)[CH2:14]1)[CH2:20]2.CO.[BH4-].[Na+]. Product: [C:13]12([NH:23][CH2:1][C:3]3[CH:12]=[CH:11][C:6]([C:7]([O:9][CH3:10])=[O:8])=[CH:5][CH:4]=3)[CH2:20][CH:19]3[CH2:18][CH:17]([CH2:16][CH:15]([CH2:21]3)[CH2:14]1)[CH2:22]2. The catalyst class is: 6. (2) Reactant: [CH3:1][S:2]([NH:5][C:6]1[CH:21]=[CH:20][C:9]2[NH:10][C:11]([CH2:16][C:17]([OH:19])=O)=[N:12][S:13](=[O:15])(=[O:14])[C:8]=2[CH:7]=1)(=[O:4])=[O:3].[CH2:22]([O:24][C:25]([CH:27]1[CH2:32][CH2:31][CH2:30][CH2:29][N:28]1[NH:33][CH2:34][C:35]1[CH:40]=[CH:39][C:38]([F:41])=[CH:37][CH:36]=1)=[O:26])[CH3:23].C1(N=C=NC2CCCCC2)CCCCC1.ClCCl. Product: [CH2:22]([O:24][C:25]([CH:27]1[CH2:32][CH2:31][CH2:30][CH2:29][N:28]1[N:33]([CH2:34][C:35]1[CH:40]=[CH:39][C:38]([F:41])=[CH:37][CH:36]=1)[C:17](=[O:19])[CH2:16][C:11]1[NH:10][C:9]2[CH:20]=[CH:21][C:6]([NH:5][S:2]([CH3:1])(=[O:3])=[O:4])=[CH:7][C:8]=2[S:13](=[O:14])(=[O:15])[N:12]=1)=[O:26])[CH3:23]. The catalyst class is: 9. (3) Reactant: [CH2:1]([N:4]1[CH2:9][CH2:8][CH:7]([C:10]([O:12]CC)=[O:11])[CH2:6][CH2:5]1)[CH2:2][CH3:3].[OH-].[Na+].Cl. Product: [CH2:1]([N:4]1[CH2:5][CH2:6][CH:7]([C:10]([OH:12])=[O:11])[CH2:8][CH2:9]1)[CH2:2][CH3:3]. The catalyst class is: 5. (4) Reactant: [CH3:1][O:2][C:3]1[N:4]=[C:5]2[C:10](=[CH:11][CH:12]=1)[N:9]=[CH:8][CH:7]=[C:6]2[N:13]1[CH:21]=[C:20]2[C:15]([CH2:16][CH2:17][CH:18]([NH:22][CH2:23][C:24]3[CH:25]=[CH:26][C:27]4[S:32][CH2:31][C:30](=[O:33])[NH:29][C:28]=4[CH:34]=3)[CH2:19]2)=[N:14]1.ClC(Cl)C.[CH:39](=O)[C:40]1[CH:45]=[CH:44][CH:43]=[CH:42][CH:41]=1.[BH-](OC(C)=O)(OC(C)=O)OC(C)=O.[Na+].[BH4-].[Na+]. Product: [CH2:39]([N:22]([CH2:23][C:24]1[CH:25]=[CH:26][C:27]2[S:32][CH2:31][C:30](=[O:33])[NH:29][C:28]=2[CH:34]=1)[CH:18]1[CH2:17][CH2:16][C:15]2[C:20](=[CH:21][N:13]([C:6]3[C:5]4[C:10](=[CH:11][CH:12]=[C:3]([O:2][CH3:1])[N:4]=4)[N:9]=[CH:8][CH:7]=3)[N:14]=2)[CH2:19]1)[C:40]1[CH:45]=[CH:44][CH:43]=[CH:42][CH:41]=1. The catalyst class is: 59. (5) Reactant: [F:1][C:2]1[C:7]([F:8])=[CH:6][CH:5]=[CH:4][C:3]=1[C:9]1([OH:14])[CH2:13][CH2:12][NH:11][CH2:10]1.C(=O)([O-])[O-].[K+].[K+].Br[CH2:22][CH:23]=[CH2:24]. Product: [CH2:24]([N:11]1[CH2:12][CH2:13][C:9]([C:3]2[CH:4]=[CH:5][CH:6]=[C:7]([F:8])[C:2]=2[F:1])([OH:14])[CH2:10]1)[CH:23]=[CH2:22]. The catalyst class is: 10.